Dataset: NCI-60 drug combinations with 297,098 pairs across 59 cell lines. Task: Regression. Given two drug SMILES strings and cell line genomic features, predict the synergy score measuring deviation from expected non-interaction effect. (1) Drug 1: C1CC(=O)NC(=O)C1N2C(=O)C3=CC=CC=C3C2=O. Drug 2: C(CN)CNCCSP(=O)(O)O. Cell line: OVCAR-5. Synergy scores: CSS=-1.50, Synergy_ZIP=2.95, Synergy_Bliss=2.04, Synergy_Loewe=-0.772, Synergy_HSA=-1.49. (2) Drug 1: CC1=C(C(=O)C2=C(C1=O)N3CC4C(C3(C2COC(=O)N)OC)N4)N. Drug 2: CC(C)(C#N)C1=CC=C(C=C1)N2C3=C4C=C(C=CC4=NC=C3N(C2=O)C)C5=CC6=CC=CC=C6N=C5. Cell line: NCIH23. Synergy scores: CSS=74.0, Synergy_ZIP=2.47, Synergy_Bliss=2.13, Synergy_Loewe=6.04, Synergy_HSA=9.69.